From a dataset of Reaction yield outcomes from USPTO patents with 853,638 reactions. Predict the reaction yield, written as a fraction of the theoretical maximum amount of product (1.0 means a 100% yield; for example, 0.34 means a 34% yield). (1) The yield is 0.600. The reactants are [C:1]([O:5][C:6](=[O:34])[NH:7][C:8]([C:10]1[S:11][C:12]([S:32][CH3:33])=[C:13]([S:15]([C:18]2[CH:19]=[C:20]([C:24]3[C:29]([CH3:30])=[CH:28][CH:27]=[CH:26][C:25]=3[NH2:31])[CH:21]=[CH:22][CH:23]=2)(=[O:17])=[O:16])[CH:14]=1)=[NH:9])([CH3:4])([CH3:3])[CH3:2].[S:35]([CH2:39][CH2:40][CH2:41][C:42](O)=[O:43])(=[O:38])(=[O:37])[NH2:36].CCN=C=NCCCN(C)C.C1C=CC2N(O)N=NC=2C=1. The product is [C:1]([O:5][C:6](=[O:34])[NH:7][C:8](=[NH:9])[C:10]1[S:11][C:12]([S:32][CH3:33])=[C:13]([S:15]([C:18]2[CH:19]=[C:20]([C:24]3[C:29]([CH3:30])=[CH:28][CH:27]=[CH:26][C:25]=3[NH:31][C:42](=[O:43])[CH2:41][CH2:40][CH2:39][S:35](=[O:38])(=[O:37])[NH2:36])[CH:21]=[CH:22][CH:23]=2)(=[O:17])=[O:16])[CH:14]=1)([CH3:4])([CH3:3])[CH3:2]. The catalyst is CN(C=O)C. (2) The reactants are [C:1]([O:4][C@@H:5]([C:31]1[CH:36]=[CH:35][CH:34]=[CH:33][CH:32]=1)[C:6]([O:8][C@H:9]([C:20]1[CH:25]=[CH:24][C:23]([O:26][CH:27]([F:29])[F:28])=[C:22]([OH:30])[CH:21]=1)[CH2:10][C:11]1[C:16]([Cl:17])=[CH:15][N+:14]([O-:18])=[CH:13][C:12]=1[Cl:19])=[O:7])(=[O:3])[CH3:2].CI.[C:39](=O)([O-])[O-].[K+].[K+]. The catalyst is CC#N. The product is [C:1]([O:4][C@@H:5]([C:31]1[CH:36]=[CH:35][CH:34]=[CH:33][CH:32]=1)[C:6]([O:8][C@H:9]([C:20]1[CH:25]=[CH:24][C:23]([O:26][CH:27]([F:29])[F:28])=[C:22]([O:30][CH3:39])[CH:21]=1)[CH2:10][C:11]1[C:12]([Cl:19])=[CH:13][N+:14]([O-:18])=[CH:15][C:16]=1[Cl:17])=[O:7])(=[O:3])[CH3:2]. The yield is 0.890.